This data is from Forward reaction prediction with 1.9M reactions from USPTO patents (1976-2016). The task is: Predict the product of the given reaction. (1) Given the reactants [CH3:1][C:2]([CH3:29])([CH3:28])[CH2:3][C:4]([C:6]1[N:7]=[C:8]([C:22]2[CH:27]=[CH:26][CH:25]=[CH:24][CH:23]=2)[N:9]2[CH2:14][CH2:13][N:12](C(OC(C)(C)C)=O)[CH2:11][C:10]=12)=[O:5].[C:30]([OH:36])([C:32]([F:35])([F:34])[F:33])=[O:31], predict the reaction product. The product is: [F:33][C:32]([F:35])([F:34])[C:30]([OH:36])=[O:31].[CH3:1][C:2]([CH3:29])([CH3:28])[CH2:3][C:4]([C:6]1[N:7]=[C:8]([C:22]2[CH:27]=[CH:26][CH:25]=[CH:24][CH:23]=2)[N:9]2[CH2:14][CH2:13][NH:12][CH2:11][C:10]=12)=[O:5].[C:30]([OH:36])([C:32]([F:35])([F:34])[F:33])=[O:31]. (2) Given the reactants N(C1C=C(Br)C2SC(NC(NCC)=O)=NC=2C=1)=[N+]=[N-].C=O.CN.[N:24]([C:27]1[CH:28]=[C:29]([Br:46])[C:30]2[S:34][C:33]([N:35]3[CH2:40][N:39]([CH3:41])[CH2:38][N:37]([CH2:42][CH3:43])[C:36]3=[O:44])=[N:32][C:31]=2[CH:45]=1)=[N+:25]=[N-:26].[CH2:47]([O:49][CH:50]([O:53][CH2:54][CH3:55])[C:51]#[CH:52])[CH3:48].CCN(C(C)C)C(C)C, predict the reaction product. The product is: [Br:46][C:29]1[C:30]2[S:34][C:33]([N:35]3[CH2:40][N:39]([CH3:41])[CH2:38][N:37]([CH2:42][CH3:43])[C:36]3=[O:44])=[N:32][C:31]=2[CH:45]=[C:27]([N:24]2[CH:52]=[C:51]([CH:50]([O:53][CH2:54][CH3:55])[O:49][CH2:47][CH3:48])[N:26]=[N:25]2)[CH:28]=1. (3) Given the reactants C([O:14][C:15]([C:17]1([O:20]/[N:21]=[C:22](/[C:58]2[N:59]=[C:60]([NH:63]C(OC(C)(C)C)=O)[S:61][CH:62]=2)\[C:23]([NH:25][C@@H:26]2[C:29](=[O:30])[N:28]([S:31]([O-:34])(=[O:33])=[O:32])[C@@H:27]2[CH2:35][N:36]2[N:40]=[C:39]([CH2:41][N:42](C(OC(C)(C)C)=O)[CH2:43][C:44]3[CH:45]=[N+:46]([CH3:50])[CH:47]=[CH:48][CH:49]=3)[CH:38]=[N:37]2)=[O:24])[CH2:19][CH2:18]1)=[O:16])(C1C=CC=CC=1)C1C=CC=CC=1.C(O)(C(F)(F)F)=O, predict the reaction product. The product is: [NH2:63][C:60]1[S:61][CH:62]=[C:58](/[C:22](=[N:21]/[O:20][C:17]2([C:15]([OH:16])=[O:14])[CH2:18][CH2:19]2)/[C:23]([NH:25][C@@H:26]2[C:29](=[O:30])[N:28]([S:31]([O-:34])(=[O:32])=[O:33])[C@@H:27]2[CH2:35][N:36]2[N:40]=[C:39]([CH2:41][NH:42][CH2:43][C:44]3[CH:45]=[N+:46]([CH3:50])[CH:47]=[CH:48][CH:49]=3)[CH:38]=[N:37]2)=[O:24])[N:59]=1. (4) Given the reactants CCN(C(C)C)C(C)C.[Cl:10][C:11]1[C:12]([N:24]2[CH2:29][CH2:28][CH:27]([C:30](O)=[O:31])[CH2:26][CH2:25]2)=[N:13][C:14]([S:22][CH3:23])=[C:15]([C:17]([O:19][CH2:20][CH3:21])=[O:18])[CH:16]=1.[Cl:33][C:34]1[CH:39]=[CH:38][C:37]([CH2:40][S:41]([NH2:44])(=[O:43])=[O:42])=[CH:36][CH:35]=1.F[P-](F)(F)(F)(F)F.Br[P+](N1CCCC1)(N1CCCC1)N1CCCC1, predict the reaction product. The product is: [Cl:10][C:11]1[C:12]([N:24]2[CH2:25][CH2:26][CH:27]([C:30](=[O:31])[NH:44][S:41]([CH2:40][C:37]3[CH:38]=[CH:39][C:34]([Cl:33])=[CH:35][CH:36]=3)(=[O:43])=[O:42])[CH2:28][CH2:29]2)=[N:13][C:14]([S:22][CH3:23])=[C:15]([CH:16]=1)[C:17]([O:19][CH2:20][CH3:21])=[O:18]. (5) Given the reactants [H-].[Na+].[F:3][C:4]1[CH:9]=[CH:8][C:7]([OH:10])=[CH:6][CH:5]=1.Cl[C:12]1[N:17]=[C:16]([C:18]([N:20]([CH3:42])[C:21]2[CH:26]=[CH:25][C:24]([CH2:27][N:28]3[CH2:33][CH2:32][N:31]([C:34]([O:36][C:37]([CH3:40])([CH3:39])[CH3:38])=[O:35])[C@@H:30]([CH3:41])[CH2:29]3)=[CH:23][CH:22]=2)=[O:19])[CH:15]=[CH:14][CH:13]=1, predict the reaction product. The product is: [F:3][C:4]1[CH:9]=[CH:8][C:7]([O:10][C:12]2[N:17]=[C:16]([C:18]([N:20]([CH3:42])[C:21]3[CH:26]=[CH:25][C:24]([CH2:27][N:28]4[CH2:33][CH2:32][N:31]([C:34]([O:36][C:37]([CH3:39])([CH3:38])[CH3:40])=[O:35])[C@@H:30]([CH3:41])[CH2:29]4)=[CH:23][CH:22]=3)=[O:19])[CH:15]=[CH:14][CH:13]=2)=[CH:6][CH:5]=1. (6) Given the reactants [Br:1][C:2]1[CH:3]=[CH:4][C:5]([F:11])=[C:6]([CH:10]=1)[C:7]([OH:9])=O.CN(C)C=O.[CH2:17]([NH:24][CH2:25][CH2:26][OH:27])[C:18]1[CH:23]=[CH:22][CH:21]=[CH:20][CH:19]=1.C(N(CC)CC)C, predict the reaction product. The product is: [CH2:17]([N:24]([CH2:25][CH2:26][OH:27])[C:7](=[O:9])[C:6]1[CH:10]=[C:2]([Br:1])[CH:3]=[CH:4][C:5]=1[F:11])[C:18]1[CH:23]=[CH:22][CH:21]=[CH:20][CH:19]=1.